From a dataset of Forward reaction prediction with 1.9M reactions from USPTO patents (1976-2016). Predict the product of the given reaction. (1) Given the reactants C([Si](C)(C)[O:6][CH2:7][CH2:8][O:9][C:10]1[C:11]([Cl:35])=[CH:12][C:13]([CH3:34])=[C:14]([NH:16][C:17]([C:19]2[C@H:20]([C:27]3[CH:32]=[CH:31][C:30]([F:33])=[CH:29][CH:28]=3)[NH:21][C:22](=[O:26])[N:23]([CH3:25])[CH:24]=2)=[O:18])[CH:15]=1)(C)(C)C, predict the reaction product. The product is: [Cl:35][C:11]1[C:10]([O:9][CH2:8][CH2:7][OH:6])=[CH:15][C:14]([NH:16][C:17]([C:19]2[C@H:20]([C:27]3[CH:28]=[CH:29][C:30]([F:33])=[CH:31][CH:32]=3)[NH:21][C:22](=[O:26])[N:23]([CH3:25])[CH:24]=2)=[O:18])=[C:13]([CH3:34])[CH:12]=1. (2) The product is: [CH3:23][O:22][C:17]1[C:18]([O:20][CH3:21])=[CH:19][C:14]([CH2:13][OH:12])=[C:15]([CH:24]([CH3:32])[CH2:25][C:26]2[CH:31]=[CH:30][CH:29]=[CH:28][CH:27]=2)[CH:16]=1. Given the reactants [H-].C([Al+]CC(C)C)C(C)C.C[O:12][C:13](=O)[C:14]1[CH:19]=[C:18]([O:20][CH3:21])[C:17]([O:22][CH3:23])=[CH:16][C:15]=1[CH:24]([CH3:32])[CH2:25][C:26]1[CH:31]=[CH:30][CH:29]=[CH:28][CH:27]=1, predict the reaction product.